This data is from Kir2.1 potassium channel HTS with 301,493 compounds. The task is: Binary Classification. Given a drug SMILES string, predict its activity (active/inactive) in a high-throughput screening assay against a specified biological target. (1) The drug is S(=O)(=O)(Cc1nc(nc(N2CCOCC2)c1)c1ncccc1)c1ccccc1. The result is 0 (inactive). (2) The drug is S(=O)(=O)(Nc1sc(nn1)Cc1ccc(OC)cc1)c1ccc(NC(=O)C)cc1. The result is 0 (inactive). (3) The drug is S(=O)(=O)(N(c1cc([N+]([O-])=O)c(cc1)C)C)c1ccc(cc1)C. The result is 0 (inactive). (4) The molecule is Brc1cc(C2N(C(=O)C(O)=C2C(=O)c2occc2)c2noc(c2)C)cc(OC)c1O. The result is 0 (inactive). (5) The drug is S(CC(=O)N1CCOCC1)c1n2c3c(ccc2nn1)cccc3. The result is 0 (inactive).